From a dataset of Forward reaction prediction with 1.9M reactions from USPTO patents (1976-2016). Predict the product of the given reaction. (1) Given the reactants [F:1][C:2]1[CH:3]=[C:4]2[C:8](=[CH:9][CH:10]=1)[NH:7][C:6](=[O:11])/[C:5]/2=[CH:12]\[C:13]1[NH:21][C:20]2[CH2:19][CH2:18][N:17]([CH2:22][C@H:23]([OH:31])[CH2:24][N:25]3[CH2:30][CH2:29][O:28][CH2:27][CH2:26]3)[C:16](=[O:32])[C:15]=2[C:14]=1[CH3:33].[C:34]([OH:41])(=[O:40])/[CH:35]=[CH:36]\[C:37]([OH:39])=[O:38], predict the reaction product. The product is: [C:34]([OH:41])(=[O:40])/[CH:35]=[CH:36]\[C:37]([OH:39])=[O:38].[F:1][C:2]1[CH:3]=[C:4]2[C:8](=[CH:9][CH:10]=1)[NH:7][C:6](=[O:11])/[C:5]/2=[CH:12]\[C:13]1[NH:21][C:20]2[CH2:19][CH2:18][N:17]([CH2:22][C@H:23]([OH:31])[CH2:24][N:25]3[CH2:26][CH2:27][O:28][CH2:29][CH2:30]3)[C:16](=[O:32])[C:15]=2[C:14]=1[CH3:33]. (2) Given the reactants [C:1]1([CH2:7][CH:8]([OH:10])[CH3:9])[CH:6]=[CH:5][CH:4]=[CH:3][CH:2]=1.[Cr](Cl)([O-])(=O)=O.[NH+]1C=CC=CC=1, predict the reaction product. The product is: [C:1]1([CH2:7][C:8](=[O:10])[CH3:9])[CH:6]=[CH:5][CH:4]=[CH:3][CH:2]=1. (3) Given the reactants [O:1]1[C:5]2[CH:6]=[CH:7][C:8]([C:10]([N:18]3[CH2:23][CH2:22][N:21]([CH3:24])[CH2:20][CH2:19]3)([CH3:17])[C:11](=[O:16])[C:12]([O:14]C)=[O:13])=[CH:9][C:4]=2[O:3][CH2:2]1.[Li+].[OH-].Cl, predict the reaction product. The product is: [O:1]1[C:5]2[CH:6]=[CH:7][C:8]([C:10]([N:18]3[CH2:23][CH2:22][N:21]([CH3:24])[CH2:20][CH2:19]3)([CH3:17])[C:11](=[O:16])[C:12]([OH:14])=[O:13])=[CH:9][C:4]=2[O:3][CH2:2]1.